This data is from Full USPTO retrosynthesis dataset with 1.9M reactions from patents (1976-2016). The task is: Predict the reactants needed to synthesize the given product. (1) Given the product [CH:1]1([C:4]([NH:6][C:7]2[N:8]=[C:9]3[CH:14]=[CH:13][C:12]([S:15][C:16]4[CH:24]=[CH:23][CH:22]=[CH:21][C:17]=4[C:18]([NH:26][C:27]4[CH:32]=[CH:31][CH:30]=[CH:29][CH:28]=4)=[O:20])=[N:11][N:10]3[CH:25]=2)=[O:5])[CH2:3][CH2:2]1, predict the reactants needed to synthesize it. The reactants are: [CH:1]1([C:4]([NH:6][C:7]2[N:8]=[C:9]3[CH:14]=[CH:13][C:12]([S:15][C:16]4[CH:24]=[CH:23][CH:22]=[CH:21][C:17]=4[C:18]([OH:20])=O)=[N:11][N:10]3[CH:25]=2)=[O:5])[CH2:3][CH2:2]1.[NH2:26][C:27]1[CH:32]=[CH:31][CH:30]=[CH:29][CH:28]=1.F[P-](F)(F)(F)(F)F.N1(OC(N(C)C)=[N+](C)C)C2N=CC=CC=2N=N1.C(N(CC)C(C)C)(C)C. (2) The reactants are: [CH3:1][N:2]1[CH:6]=[CH:5][CH:4]=[N:3]1.C([Li])CCC.[B:12](OC(C)C)([O:17]C(C)C)[O:13]C(C)C.[Cl-].[NH4+].Cl. Given the product [CH3:1][N:2]1[C:6]([B:12]([OH:17])[OH:13])=[CH:5][CH:4]=[N:3]1, predict the reactants needed to synthesize it. (3) Given the product [C:1]([C:5]1[CH:6]=[C:7]([C:12]2[N:16]([C:17]3[CH:25]=[CH:45][C:46]([C:47](=[O:60])[N:48]([CH3:49])[CH3:50])=[CH:19][CH:18]=3)[N:15]=[C:14]([C:26]3[CH:27]=[CH:28][C:29]([C:32]([O:34][CH3:35])=[O:33])=[CH:30][CH:31]=3)[CH:13]=2)[CH:8]=[C:9]([I:11])[CH:10]=1)([CH3:4])([CH3:2])[CH3:3], predict the reactants needed to synthesize it. The reactants are: [C:1]([C:5]1[CH:6]=[C:7]([C:12]2[N:16]([C:17]3[CH:25]=CC(C(O)=O)=[CH:19][CH:18]=3)[N:15]=[C:14]([C:26]3[CH:31]=[CH:30][C:29]([C:32]([O:34][CH3:35])=[O:33])=[CH:28][CH:27]=3)[CH:13]=2)[CH:8]=[C:9]([I:11])[CH:10]=1)([CH3:4])([CH3:3])[CH3:2].Cl.CNC.CCN=C=N[CH2:45][CH2:46][CH2:47][N:48]([CH3:50])[CH3:49].C1C=CC2N([OH:60])N=NC=2C=1. (4) Given the product [I:23][C:24]1[CH:31]=[CH:30][C:27]([CH:28]2[CH:53]([C:54]3[CH:59]=[CH:58][CH:57]=[C:56]([O:60][CH:61]4[CH2:66][CH2:65][CH2:64][CH2:63][O:62]4)[CH:55]=3)[C:52](=[O:67])[C:40]3[C:39](=[CH:44][CH:43]=[C:42]([O:45][CH:46]4[CH2:51][CH2:50][CH2:49][CH2:48][O:47]4)[CH:41]=3)[O:29]2)=[CH:26][CH:25]=1, predict the reactants needed to synthesize it. The reactants are: N1(C2CCCCCCCCCC2)CCCN=CCCCCC1.[I:23][C:24]1[CH:31]=[CH:30][C:27]([CH:28]=[O:29])=[CH:26][CH:25]=1.N1CCCCC1.O[C:39]1[CH:44]=[CH:43][C:42]([O:45][CH:46]2[CH2:51][CH2:50][CH2:49][CH2:48][O:47]2)=[CH:41][C:40]=1[C:52](=[O:67])[CH2:53][C:54]1[CH:59]=[CH:58][CH:57]=[C:56]([O:60][CH:61]2[CH2:66][CH2:65][CH2:64][CH2:63][O:62]2)[CH:55]=1. (5) Given the product [Cl:12][C:13]1[CH:18]=[CH:17][CH:16]=[C:15]([C:19]([F:20])([F:22])[F:21])[C:14]=1[C:23]([N:25]1[C:33]2[C:28](=[C:29]([F:34])[CH:30]=[CH:31][CH:32]=2)[C:27]([N:3]2[CH2:4][CH2:5][CH:6]([C:8]([O:10][CH3:11])=[O:9])[CH2:7][CH:2]2[CH3:1])=[N:26]1)=[O:24], predict the reactants needed to synthesize it. The reactants are: [CH3:1][CH:2]1[CH2:7][CH:6]([C:8]([O:10][CH3:11])=[O:9])[CH2:5][CH2:4][NH:3]1.[Cl:12][C:13]1[CH:18]=[CH:17][CH:16]=[C:15]([C:19]([F:22])([F:21])[F:20])[C:14]=1[C:23]([N:25]1[C:33]2[C:28](=[C:29]([F:34])[CH:30]=[CH:31][CH:32]=2)[C:27](I)=[N:26]1)=[O:24].C([O-])([O-])=O.[Cs+].[Cs+]. (6) Given the product [Cl:1][C:2]1[C:7]([F:8])=[CH:6][CH:5]=[CH:4][C:3]=1[C@:9]1([CH3:28])[CH2:14][C@@H:13]([C:15]([F:18])([F:16])[F:17])[O:12][C:11]([NH2:19])=[N:10]1, predict the reactants needed to synthesize it. The reactants are: [Cl:1][C:2]1[C:7]([F:8])=[CH:6][CH:5]=[CH:4][C:3]=1[C@:9]1([CH3:28])[CH2:14][C@@H:13]([C:15]([F:18])([F:17])[F:16])[O:12][C:11]([NH:19]C(=O)C2C=CC=CC=2)=[N:10]1.CO.C1CCN2C(=NCCC2)CC1. (7) Given the product [N:23]1[CH:28]=[CH:27][CH:26]=[CH:25][C:24]=1[N:29]1[CH2:30][CH2:31][N:32]([C:12]([C:11]2[CH:15]=[CH:16][C:17]([O:18][C:19]([F:22])([F:21])[F:20])=[C:9]([C:8]#[C:7][C:2]3[CH:3]=[CH:4][CH:5]=[CH:6][N:1]=3)[CH:10]=2)=[O:14])[CH2:33][CH2:34]1, predict the reactants needed to synthesize it. The reactants are: [N:1]1[CH:6]=[CH:5][CH:4]=[CH:3][C:2]=1[C:7]#[C:8][C:9]1[CH:10]=[C:11]([CH:15]=[CH:16][C:17]=1[O:18][C:19]([F:22])([F:21])[F:20])[C:12]([OH:14])=O.[N:23]1[CH:28]=[CH:27][CH:26]=[CH:25][C:24]=1[N:29]1[CH2:34][CH2:33][NH:32][CH2:31][CH2:30]1.